Task: Predict the reactants needed to synthesize the given product.. Dataset: Full USPTO retrosynthesis dataset with 1.9M reactions from patents (1976-2016) Given the product [CH3:12][C:13]1[C:14]([CH2:15][NH:10][C:7]2[S:8][CH:9]=[C:5]([CH2:4][C:3]([O:2][CH3:1])=[O:11])[N:6]=2)=[CH:17][CH:18]=[CH:19][N:20]=1, predict the reactants needed to synthesize it. The reactants are: [CH3:1][O:2][C:3](=[O:11])[CH2:4][C:5]1[N:6]=[C:7]([NH2:10])[S:8][CH:9]=1.[CH3:12][C:13]1[N:20]=[CH:19][CH:18]=[CH:17][C:14]=1[CH:15]=O.C(O[BH-](OC(=O)C)OC(=O)C)(=O)C.[Na+].